From a dataset of Peptide-MHC class II binding affinity with 134,281 pairs from IEDB. Regression. Given a peptide amino acid sequence and an MHC pseudo amino acid sequence, predict their binding affinity value. This is MHC class II binding data. (1) The peptide sequence is ECYVQRFHLIKNTFG. The MHC is DRB1_0301 with pseudo-sequence DRB1_0301. The binding affinity (normalized) is 0.295. (2) The MHC is DRB4_0101 with pseudo-sequence DRB4_0103. The peptide sequence is SCLDGKLCLMKAQPT. The binding affinity (normalized) is 0.920.